This data is from Forward reaction prediction with 1.9M reactions from USPTO patents (1976-2016). The task is: Predict the product of the given reaction. (1) Given the reactants [CH2:1]([N:4]([CH2:23][CH2:24][CH3:25])[C:5]([C:7]1[CH:8]=[C:9]([CH:14]=[C:15]([C:17]#[C:18][Si](C)(C)C)[CH:16]=1)[C:10]([O:12]C)=[O:11])=[O:6])[CH2:2][CH3:3].[OH-].[K+], predict the reaction product. The product is: [CH2:23]([N:4]([CH2:1][CH2:2][CH3:3])[C:5]([C:7]1[CH:8]=[C:9]([CH:14]=[C:15]([C:17]#[CH:18])[CH:16]=1)[C:10]([OH:12])=[O:11])=[O:6])[CH2:24][CH3:25]. (2) Given the reactants Cl[O-].[Na+].C1COCC1.[CH2:9]([O:16][C:17]1[CH:18]=[C:19](/[CH:24]=[N:25]/[OH:26])[CH:20]=[C:21]([CH3:23])[CH:22]=1)[C:10]1[CH:15]=[CH:14][CH:13]=[CH:12][CH:11]=1.[CH2:27]=[C:28]([CH2:36][C:37]([O:39][C:40]([CH3:43])([CH3:42])[CH3:41])=[O:38])[C:29]([O:31][C:32]([CH3:35])([CH3:34])[CH3:33])=[O:30], predict the reaction product. The product is: [CH2:9]([O:16][C:17]1[CH:18]=[C:19]([C:24]2[CH2:27][C:28]([CH2:36][C:37]([O:39][C:40]([CH3:41])([CH3:43])[CH3:42])=[O:38])([C:29]([O:31][C:32]([CH3:35])([CH3:33])[CH3:34])=[O:30])[O:26][N:25]=2)[CH:20]=[C:21]([CH3:23])[CH:22]=1)[C:10]1[CH:15]=[CH:14][CH:13]=[CH:12][CH:11]=1. (3) The product is: [F:7][C:8]([F:17])([F:18])[C:9]1([CH2:14][OH:15])[CH2:13][CH2:12][CH2:11][CH2:10]1. Given the reactants [H-].[Al+3].[Li+].[H-].[H-].[H-].[F:7][C:8]([F:18])([F:17])[C:9]1([C:14](O)=[O:15])[CH2:13][CH2:12][CH2:11][CH2:10]1.O.[OH-].[Na+], predict the reaction product. (4) The product is: [CH3:13][O:14][C:15]1[CH:16]=[C:17]([C:18]([C:8]2[CH:9]=[CH:10][C:5]([O:11][CH3:12])=[CH:6][CH:7]=2)=[O:19])[CH:21]=[C:22]([O:24][CH3:25])[CH:23]=1. Given the reactants [Cl-].[Al+3].[Cl-].[Cl-].[C:5]1([O:11][CH3:12])[CH:10]=[CH:9][CH:8]=[CH:7][CH:6]=1.[CH3:13][O:14][C:15]1[CH:16]=[C:17]([CH:21]=[C:22]([O:24][CH3:25])[CH:23]=1)[C:18](Cl)=[O:19], predict the reaction product. (5) Given the reactants [C:1]1([P:7]([Cl:9])[Cl:8])[CH:6]=[CH:5][CH:4]=[CH:3][CH:2]=1.[CH2:10]([NH:12][CH2:13][CH3:14])[CH3:11], predict the reaction product. The product is: [CH2:10]([N:12]([CH2:13][CH3:14])[PH:7]([Cl:9])([Cl:8])[C:1]1[CH:6]=[CH:5][CH:4]=[CH:3][CH:2]=1)[CH3:11]. (6) Given the reactants [CH2:1]([O:3][C:4]([C:6]1([C:9]2[CH:14]=[CH:13][C:12]([C:15]3[CH:20]=[CH:19][C:18]([C:21]4[O:25][N:24]=[C:23]([CH3:26])[C:22]=4[NH2:27])=[CH:17][CH:16]=3)=[CH:11][CH:10]=2)[CH2:8][CH2:7]1)=[O:5])[CH3:2].[F:28][C:29]([F:42])([F:41])[C:30]1[CH:31]=[C:32]([CH2:36][CH2:37][C:38](=O)[CH3:39])[CH:33]=[CH:34][CH:35]=1, predict the reaction product. The product is: [CH2:1]([O:3][C:4]([C:6]1([C:9]2[CH:10]=[CH:11][C:12]([C:15]3[CH:20]=[CH:19][C:18]([C:21]4[O:25][N:24]=[C:23]([CH3:26])[C:22]=4[NH:27][CH:38]([CH3:39])[CH2:37][CH2:36][C:32]4[CH:33]=[CH:34][CH:35]=[C:30]([C:29]([F:28])([F:41])[F:42])[CH:31]=4)=[CH:17][CH:16]=3)=[CH:13][CH:14]=2)[CH2:8][CH2:7]1)=[O:5])[CH3:2]. (7) The product is: [Br:1][C:2]1[N:6]=[C:5]([C:7]2[CH:12]=[CH:11][CH:10]=[C:9]([O:13][C:14]([F:17])([F:16])[F:15])[CH:8]=2)[N:4]([CH3:18])[C:3]=1[CH:19]=[O:20]. Given the reactants [Br:1][C:2]1[N:6]=[C:5]([C:7]2[CH:12]=[CH:11][CH:10]=[C:9]([O:13][C:14]([F:17])([F:16])[F:15])[CH:8]=2)[N:4]([CH3:18])[C:3]=1[CH2:19][OH:20], predict the reaction product. (8) Given the reactants [Cl:1][C:2]1[CH:3]=[C:4]([CH2:13][CH:14]([NH:18][CH:19]=O)[CH:15]([CH3:17])[CH3:16])[CH:5]=[C:6]([O:8][CH2:9][CH2:10][O:11][CH3:12])[CH:7]=1.O=P(Cl)(Cl)Cl.[NH4+].[OH-], predict the reaction product. The product is: [Cl:1][C:2]1[CH:7]=[C:6]([O:8][CH2:9][CH2:10][O:11][CH3:12])[CH:5]=[C:4]2[C:3]=1[CH:19]=[N:18][CH:14]([CH:15]([CH3:16])[CH3:17])[CH2:13]2. (9) The product is: [Br:1][CH2:2][C:3]([NH:6][C:7]1[CH:12]=[CH:11][C:10]([C:13]([C:21]2[CH:22]=[CH:23][C:24]([Cl:27])=[CH:25][CH:26]=2)([OH:20])[C:14]2[N:18]([CH3:19])[CH:17]=[N:16][CH:15]=2)=[CH:9][C:8]=1[C:28](=[O:29])[C:30]1[CH:35]=[CH:34][CH:33]=[C:32]([Cl:36])[CH:31]=1)=[O:4]. Given the reactants [Br:1][CH2:2][C:3](Br)=[O:4].[NH2:6][C:7]1[CH:12]=[CH:11][C:10]([C:13]([C:21]2[CH:26]=[CH:25][C:24]([Cl:27])=[CH:23][CH:22]=2)([OH:20])[C:14]2[N:18]([CH3:19])[CH:17]=[N:16][CH:15]=2)=[CH:9][C:8]=1[C:28]([C:30]1[CH:35]=[CH:34][CH:33]=[C:32]([Cl:36])[CH:31]=1)=[O:29].CCOC(C)=O.[OH-].[Na+], predict the reaction product. (10) The product is: [CH2:36]([N:23]([CH2:21][CH3:22])[C:24]1[C:25]([F:11])=[C:26]2[C:31](=[CH:32][CH:33]=1)[CH:30]=[C:29]([CH:34]=[O:35])[CH:28]=[CH:27]2)[CH3:37]. Given the reactants C1C=CC(S(N(S(C2C=CC=CC=2)(=O)=O)[F:11])(=O)=O)=CC=1.[CH2:21]([N:23]([CH2:36][CH3:37])[C:24]1[CH:25]=[C:26]2[C:31](=[CH:32][CH:33]=1)[CH:30]=[C:29]([CH:34]=[O:35])[CH:28]=[CH:27]2)[CH3:22].C([O-])([O-])=O.[K+].[K+], predict the reaction product.